This data is from Full USPTO retrosynthesis dataset with 1.9M reactions from patents (1976-2016). The task is: Predict the reactants needed to synthesize the given product. (1) The reactants are: [Cl:1][C:2]1[CH:3]=[C:4]([NH:9][C:10]2[C:19]3[C:14](=[CH:15][C:16]([O:32][CH3:33])=[C:17]([O:20][CH2:21][CH2:22][CH2:23][N:24]4[CH2:31][CH:30]5[CH:26]([CH2:27][NH:28][CH2:29]5)[CH2:25]4)[CH:18]=3)[N:13]=[CH:12][N:11]=2)[CH:5]=[CH:6][C:7]=1[F:8].C=O.[CH3:36]C(O)=O. Given the product [Cl:1][C:2]1[CH:3]=[C:4]([NH:9][C:10]2[C:19]3[C:14](=[CH:15][C:16]([O:32][CH3:33])=[C:17]([O:20][CH2:21][CH2:22][CH2:23][N:24]4[CH2:31][CH:30]5[CH:26]([CH2:27][N:28]([CH3:36])[CH2:29]5)[CH2:25]4)[CH:18]=3)[N:13]=[CH:12][N:11]=2)[CH:5]=[CH:6][C:7]=1[F:8], predict the reactants needed to synthesize it. (2) The reactants are: C1(P(C2C=CC=CC=2)C2C=CC=CC=2)C=CC=CC=1.CC(OC(/N=N/C(OC(C)C)=O)=O)C.[N:34]([C@@H:37]([C@@H:64]([C:71]1[CH:76]=[CH:75][C:74]([Cl:77])=[CH:73][CH:72]=1)[CH:65]1[CH2:70][CH2:69][O:68][CH2:67][CH2:66]1)[C:38]([NH:40][C:41]1[CH:46]=[CH:45][CH:44]=[C:43]([F:47])[C:42]=1[CH2:48][CH2:49][C@H:50]([NH:53][S:54]([C:57]1[CH:62]=[CH:61][C:60]([F:63])=[CH:59][CH:58]=1)(=[O:56])=[O:55])[CH2:51]O)=[O:39])=[N+:35]=[N-:36]. Given the product [N:34]([C@@H:37]([C@@H:64]([C:71]1[CH:72]=[CH:73][C:74]([Cl:77])=[CH:75][CH:76]=1)[CH:65]1[CH2:66][CH2:67][O:68][CH2:69][CH2:70]1)[C:38]([NH:40][C:41]1[CH:46]=[CH:45][CH:44]=[C:43]([F:47])[C:42]=1[CH2:48][CH2:49][CH:50]1[CH2:51][N@@:53]1[S:54]([C:57]1[CH:58]=[CH:59][C:60]([F:63])=[CH:61][CH:62]=1)(=[O:55])=[O:56])=[O:39])=[N+:35]=[N-:36], predict the reactants needed to synthesize it. (3) Given the product [OH:9][CH2:8][CH2:7][CH2:6][CH2:5][CH2:4][CH2:3][CH2:2][CH2:1][O:10][C:17](=[O:21])[C:18]([CH3:20])=[CH2:19], predict the reactants needed to synthesize it. The reactants are: [CH2:1]([OH:10])[CH2:2][CH2:3][CH2:4][CH2:5][CH2:6][CH2:7][CH2:8][OH:9].N1C=CC=CC=1.[C:17](Cl)(=[O:21])[C:18]([CH3:20])=[CH2:19]. (4) The reactants are: C[O-].[Na+].Cl[CH2:5][C:6]12OC(=O)C(=O)[N:7]1[CH2:8][CH2:9][C:10]1[C:15]2=[CH:14][C:13]([CH2:16][CH3:17])=[CH:12][CH:11]=1.C[CH2:24][O:25]C(C)=O.O. Given the product [CH2:16]([C:13]1[CH:14]=[C:15]2[C:10]([CH2:9][CH2:8][N:7]=[C:6]2[CH2:5][O:25][CH3:24])=[CH:11][CH:12]=1)[CH3:17], predict the reactants needed to synthesize it. (5) The reactants are: [CH3:1][O:2][C:3]1[CH:8]=[CH:7][C:6]([N+:9]([O-:11])=[O:10])=[CH:5][C:4]=1[OH:12].C([O-])([O-])=O.[K+].[K+].Cl.Cl[CH2:21][CH2:22][N:23]1[CH2:28][CH2:27][CH2:26][CH2:25][CH2:24]1. Given the product [CH3:1][O:2][C:3]1[CH:8]=[CH:7][C:6]([N+:9]([O-:11])=[O:10])=[CH:5][C:4]=1[O:12][CH2:21][CH2:22][N:23]1[CH2:28][CH2:27][CH2:26][CH2:25][CH2:24]1, predict the reactants needed to synthesize it.